Dataset: Full USPTO retrosynthesis dataset with 1.9M reactions from patents (1976-2016). Task: Predict the reactants needed to synthesize the given product. (1) Given the product [C:1]([O:5][C:6]([N:8]1[CH2:13][CH2:12][CH2:11][CH:10]([O:14][C:15]2[CH:20]=[CH:19][C:18]([C:21]#[N:22])=[C:17](/[CH:23]=[CH:29]/[N:30]([CH3:32])[CH3:31])[CH:16]=2)[CH2:9]1)=[O:7])([CH3:4])([CH3:3])[CH3:2], predict the reactants needed to synthesize it. The reactants are: [C:1]([O:5][C:6]([N:8]1[CH2:13][CH2:12][CH2:11][CH:10]([O:14][C:15]2[CH:20]=[CH:19][C:18]([C:21]#[N:22])=[C:17]([CH3:23])[CH:16]=2)[CH2:9]1)=[O:7])([CH3:4])([CH3:3])[CH3:2].C(O[CH:29](N(C)C)[N:30]([CH3:32])[CH3:31])(C)(C)C. (2) The reactants are: [CH:1]1[C:6]2[S:7][C:8]3[C:12]4[CH:13]=[CH:14][CH:15]=[CH:16][C:11]=4[S:10][C:9]=3[C:5]=2[CH:4]=[CH:3][C:2]=1[CH2:17][CH2:18][CH2:19][CH2:20][CH2:21][CH2:22][CH2:23][CH2:24][CH2:25][CH2:26][CH2:27][CH2:28][P:29](=[O:36])([O:33]CC)[O:30]CC.C[Si](Br)(C)C.CO. Given the product [CH:1]1[C:6]2[S:7][C:8]3[C:12]4[CH:13]=[CH:14][CH:15]=[CH:16][C:11]=4[S:10][C:9]=3[C:5]=2[CH:4]=[CH:3][C:2]=1[CH2:17][CH2:18][CH2:19][CH2:20][CH2:21][CH2:22][CH2:23][CH2:24][CH2:25][CH2:26][CH2:27][CH2:28][P:29](=[O:30])([OH:36])[OH:33], predict the reactants needed to synthesize it.